Task: Regression/Classification. Given a drug SMILES string, predict its absorption, distribution, metabolism, or excretion properties. Task type varies by dataset: regression for continuous measurements (e.g., permeability, clearance, half-life) or binary classification for categorical outcomes (e.g., BBB penetration, CYP inhibition). Dataset: cyp1a2_veith.. Dataset: CYP1A2 inhibition data for predicting drug metabolism from PubChem BioAssay (1) The molecule is Cc1cc(C)c2cc(CN(Cc3nnnn3Cc3ccc(F)cc3)C3CCCC3)c(=O)[nH]c2c1. The result is 1 (inhibitor). (2) The drug is COc1ccc(NC(=O)C2c3cc(OC)c(OC)cc3C(=O)N(C)C2c2cccnc2)cc1OC. The result is 0 (non-inhibitor). (3) The drug is CCCCOC(=O)Nc1ccccc1C(=O)OC. The result is 1 (inhibitor). (4) The molecule is O=[N+]([O-])c1cccc(-c2nc(-c3cccs3)c(-c3cccs3)[nH]2)c1. The result is 1 (inhibitor). (5) The molecule is NC(=O)C1(NC(=O)[C@@H]2CC3(CC(c4cccc(NC(=O)[C@@H]5CCC(=O)N5)c4)=NO3)CN2C(=O)c2cnccn2)CC1. The result is 0 (non-inhibitor).